The task is: Predict the reactants needed to synthesize the given product.. This data is from Full USPTO retrosynthesis dataset with 1.9M reactions from patents (1976-2016). (1) Given the product [Cl:41][C:38]1[CH:37]=[CH:36][C:35]([C:34]2[N:28]3[CH:29]=[C:30]([C:9]4[CH:10]=[CH:11][C:6]([C:4]([O:3][CH2:1][CH3:2])=[O:5])=[CH:7][CH:8]=4)[CH:31]=[CH:32][C:27]3=[N:26][CH:25]=2)=[CH:40][CH:39]=1, predict the reactants needed to synthesize it. The reactants are: [CH2:1]([O:3][C:4]([C:6]1[CH:11]=[CH:10][C:9](B(O)O)=[CH:8][CH:7]=1)=[O:5])[CH3:2].[O-]P([O-])([O-])=O.[K+].[K+].[K+].C([C:25]1[N:26]=[C:27]2[CH:32]=[CH:31][C:30](Br)=[CH:29][N:28]2[C:34]=1[C:35]1[CH:40]=[CH:39][C:38]([Cl:41])=[CH:37][CH:36]=1)C. (2) Given the product [Br:8][C:9]1[CH:10]=[CH:11][C:12]([F:26])=[C:13]([C:15]2[N:24]=[C:23]([NH:27][C:28]3[CH:33]=[CH:32][N:31]=[CH:30][CH:29]=3)[C:22]3[C:17](=[N:18][CH:19]=[CH:20][N:21]=3)[N:16]=2)[CH:14]=1, predict the reactants needed to synthesize it. The reactants are: C(N(CC)CC)C.[Br:8][C:9]1[CH:10]=[CH:11][C:12]([F:26])=[C:13]([C:15]2[NH:24][C:23](=O)[C:22]3[C:17](=[N:18][CH:19]=[CH:20][N:21]=3)[N:16]=2)[CH:14]=1.[NH2:27][C:28]1[CH:33]=[CH:32][N:31]=[CH:30][CH:29]=1.C1CN([P+](ON2N=NC3C=CC=CC2=3)(N2CCCC2)N2CCCC2)CC1.F[P-](F)(F)(F)(F)F. (3) Given the product [Br:1][C:2]1[CH:7]=[CH:6][C:5]([CH2:8][CH2:9][C:15]([CH3:16])([S:17]([CH3:20])(=[O:18])=[O:19])[C:14]([O:13][CH2:11][CH3:12])=[O:21])=[CH:4][CH:3]=1, predict the reactants needed to synthesize it. The reactants are: [Br:1][C:2]1[CH:7]=[CH:6][C:5]([CH2:8][CH2:9]I)=[CH:4][CH:3]=1.[CH2:11]([O:13][C:14](=[O:21])[CH:15]([S:17]([CH3:20])(=[O:19])=[O:18])[CH3:16])[CH3:12].C([O-])([O-])=O.[Cs+].[Cs+].O. (4) Given the product [O:10]=[C:8]1[NH:7][C:6]2[CH:11]=[C:2]([C:12]#[N:13])[CH:3]=[CH:4][C:5]=2[O:9]1, predict the reactants needed to synthesize it. The reactants are: Br[C:2]1[CH:3]=[CH:4][C:5]2[O:9][C:8](=[O:10])[NH:7][C:6]=2[CH:11]=1.[CH3:12][N:13](C=O)C. (5) The reactants are: Br[C:2]1[CH:11]=[C:10]([CH3:12])[C:5]2[C:6](=[O:9])[O:7][CH2:8][C:4]=2[CH:3]=1.C([Sn](CCCC)(CCCC)CCCC)C=C.[Cl-].[Li+].C1(C)C=CC=CC=1.[CH3:38][CH2:39][O:40]C(C)=O. Given the product [CH3:12][C:10]1[C:5]2[C:6](=[O:9])[O:7][CH2:8][C:4]=2[CH:3]=[C:2]([CH2:38][CH:39]=[O:40])[CH:11]=1, predict the reactants needed to synthesize it. (6) The reactants are: [CH3:1][C:2]([CH3:14])([CH3:13])[CH2:3][CH2:4][NH:5][C:6](=[O:12])[O:7][C:8]([CH3:11])([CH3:10])[CH3:9].[H-].[Na+].[CH3:17]I. Given the product [CH3:1][C:2]([CH3:14])([CH3:13])[CH2:3][CH2:4][N:5]([CH3:17])[C:6](=[O:12])[O:7][C:8]([CH3:11])([CH3:10])[CH3:9], predict the reactants needed to synthesize it. (7) The reactants are: [CH3:1][NH2:2].[Br:3][C:4]1[CH:5]=[C:6]([S:10](Cl)(=[O:12])=[O:11])[CH:7]=[N:8][CH:9]=1. Given the product [Br:3][C:4]1[CH:5]=[C:6]([S:10]([NH:2][CH3:1])(=[O:12])=[O:11])[CH:7]=[N:8][CH:9]=1, predict the reactants needed to synthesize it. (8) Given the product [Cl:1][C:2]1[CH:3]=[C:4]([C:9]2[CH:14]=[CH:13][C:12]([CH2:15][C@@H:16]([NH:23][C:24]([C:26]3[CH:27]=[C:28]([C:34]4[CH:39]=[CH:38][C:37]([C:40]([F:42])([F:43])[F:41])=[CH:36][CH:35]=4)[CH:29]=[CH:30][C:31]=3[OH:32])=[O:25])[C:17]3[O:21][N:20]=[C:19]([CH3:22])[N:18]=3)=[CH:11][CH:10]=2)[CH:5]=[CH:6][C:7]=1[F:8], predict the reactants needed to synthesize it. The reactants are: [Cl:1][C:2]1[CH:3]=[C:4]([C:9]2[CH:14]=[CH:13][C:12]([CH2:15][C@@H:16]([NH:23][C:24]([C:26]3[CH:27]=[C:28]([C:34]4[CH:39]=[CH:38][C:37]([C:40]([F:43])([F:42])[F:41])=[CH:36][CH:35]=4)[CH:29]=[CH:30][C:31]=3[O:32]C)=[O:25])[C:17]3[O:21][N:20]=[C:19]([CH3:22])[N:18]=3)=[CH:11][CH:10]=2)[CH:5]=[CH:6][C:7]=1[F:8].B(Br)(Br)Br. (9) Given the product [CH2:57]([O:64][C:65]1[C:74]([CH3:75])=[CH:73][C:68]([C:69]([NH:71][NH:72][C:53]([C:51]2[S:52][C:48]([CH:44]3[O:43][CH2:47][CH2:46][O:45]3)=[C:49]([CH3:56])[CH:50]=2)=[O:55])=[O:70])=[CH:67][C:66]=1[CH2:76][CH3:77])[C:58]1[CH:59]=[CH:60][CH:61]=[CH:62][CH:63]=1, predict the reactants needed to synthesize it. The reactants are: C1CN([P+](ON2N=NC3C=CC=CC2=3)(N2CCCC2)N2CCCC2)CC1.F[P-](F)(F)(F)(F)F.CCN(C(C)C)C(C)C.[O:43]1[CH2:47][CH2:46][O:45][CH:44]1[C:48]1[S:52][C:51]([C:53]([OH:55])=O)=[CH:50][C:49]=1[CH3:56].[CH2:57]([O:64][C:65]1[C:74]([CH3:75])=[CH:73][C:68]([C:69]([NH:71][NH2:72])=[O:70])=[CH:67][C:66]=1[CH2:76][CH3:77])[C:58]1[CH:63]=[CH:62][CH:61]=[CH:60][CH:59]=1.